This data is from Full USPTO retrosynthesis dataset with 1.9M reactions from patents (1976-2016). The task is: Predict the reactants needed to synthesize the given product. (1) Given the product [Br:51][C:48]1[CH:49]=[CH:50][C:45]([C:11]2[CH:12]=[CH:13][C:8]([C:7]3[N:6]=[C:5]4[N:23]([CH2:36][O:37][CH2:38][CH2:39][Si:40]([CH3:42])([CH3:43])[CH3:41])[C:24]([O:26][C@H:27]5[C@H:31]6[O:32][CH2:33][C@@H:34]([OH:35])[C@H:30]6[O:29][CH2:28]5)=[N:25][C:4]4=[CH:3][C:2]=3[Cl:1])=[CH:9][CH:10]=2)=[N:46][CH:47]=1, predict the reactants needed to synthesize it. The reactants are: [Cl:1][C:2]1[CH:3]=[C:4]2[N:25]=[C:24]([O:26][C@H:27]3[C@H:31]4[O:32][CH2:33][C@@H:34]([OH:35])[C@H:30]4[O:29][CH2:28]3)[N:23]([CH2:36][O:37][CH2:38][CH2:39][Si:40]([CH3:43])([CH3:42])[CH3:41])[C:5]2=[N:6][C:7]=1[C:8]1[CH:13]=[CH:12][C:11](B2OC(C)(C)C(C)(C)O2)=[CH:10][CH:9]=1.Br[C:45]1[CH:50]=[CH:49][C:48]([Br:51])=[CH:47][N:46]=1. (2) Given the product [ClH:1].[ClH:1].[C:34]([N:30]1[CH2:29][CH2:28][C:27]2[C:32](=[CH:33][C:24]([O:23][CH2:22][C:8]3([C:6]([OH:7])=[O:5])[CH2:9][CH2:10][N:11]([C:14]4[CH:15]=[C:16]([CH3:21])[N:17]=[C:18]([CH3:20])[CH:19]=4)[CH2:12][CH2:13]3)=[CH:25][CH:26]=2)[CH2:31]1)(=[NH:35])[NH2:36], predict the reactants needed to synthesize it. The reactants are: [ClH:1].Cl.C([O:5][C:6]([C:8]1([CH2:22][O:23][C:24]2[CH:33]=[C:32]3[C:27]([CH2:28][CH2:29][N:30]([C:34](=[NH:36])[NH2:35])[CH2:31]3)=[CH:26][CH:25]=2)[CH2:13][CH2:12][N:11]([C:14]2[CH:19]=[C:18]([CH3:20])[N:17]=[C:16]([CH3:21])[CH:15]=2)[CH2:10][CH2:9]1)=[O:7])C.Cl. (3) Given the product [F:8][C:5]1[CH:6]=[CH:7][C:2]([NH:1][C:40]([C:38]2[N:39]=[C:35]([C:33]3[CH:32]=[N:31][N:30]([CH2:29][O:28][CH2:27][CH2:26][Si:25]([CH3:44])([CH3:43])[CH3:24])[CH:34]=3)[S:36][CH:37]=2)=[O:41])=[C:3]([C:9]2[CH:10]=[CH:11][C:12]([CH2:15][NH:16][C:17](=[O:23])[O:18][C:19]([CH3:20])([CH3:22])[CH3:21])=[CH:13][CH:14]=2)[CH:4]=1, predict the reactants needed to synthesize it. The reactants are: [NH2:1][C:2]1[CH:7]=[CH:6][C:5]([F:8])=[CH:4][C:3]=1[C:9]1[CH:14]=[CH:13][C:12]([CH2:15][NH:16][C:17](=[O:23])[O:18][C:19]([CH3:22])([CH3:21])[CH3:20])=[CH:11][CH:10]=1.[CH3:24][Si:25]([CH3:44])([CH3:43])[CH2:26][CH2:27][O:28][CH2:29][N:30]1[CH:34]=[C:33]([C:35]2[S:36][CH:37]=[C:38]([C:40](O)=[O:41])[N:39]=2)[CH:32]=[N:31]1.CN(C(ON1N=NC2C=CC=NC1=2)=[N+](C)C)C.F[P-](F)(F)(F)(F)F.CCN(C(C)C)C(C)C. (4) Given the product [CH:47]12[CH2:52][CH:50]([CH:49]=[CH:48]1)[CH2:51][CH:46]2[CH2:45][O:33][C:29]1[CH:28]=[C:27]([C:25]2[O:26][C:22]([C:18]3[CH:19]=[CH:20][CH:21]=[C:16]([C:14]4[O:15][C:11]([C:8]5[CH:9]=[CH:10][C:5]([C:1]([CH3:4])([CH3:2])[CH3:3])=[CH:6][CH:7]=5)=[N:12][N:13]=4)[CH:17]=3)=[N:23][N:24]=2)[CH:32]=[CH:31][CH:30]=1, predict the reactants needed to synthesize it. The reactants are: [C:1]([C:5]1[CH:10]=[CH:9][C:8]([C:11]2[O:15][C:14]([C:16]3[CH:17]=[C:18]([C:22]4[O:26][C:25]([C:27]5[CH:28]=[C:29]([OH:33])[CH:30]=[CH:31][CH:32]=5)=[N:24][N:23]=4)[CH:19]=[CH:20][CH:21]=3)=[N:13][N:12]=2)=[CH:7][CH:6]=1)([CH3:4])([CH3:3])[CH3:2].CC1C=CC(S(O[CH2:45][CH:46]2[CH2:51][CH:50]3[CH2:52][CH:47]2[CH:48]=[CH:49]3)(=O)=O)=CC=1.C([O-])([O-])=O.[Cs+].[Cs+].O. (5) The reactants are: [O:1]=[C:2]1[C:8]2[CH:9]=[CH:10][CH:11]=[CH:12][C:7]=2[O:6][C:5]2[S:13][C:14](C(O)=O)=[CH:15][C:4]=2[NH:3]1. Given the product [S:13]1[C:5]2[O:6][C:7]3[CH:12]=[CH:11][CH:10]=[CH:9][C:8]=3[C:2](=[O:1])[NH:3][C:4]=2[CH:15]=[CH:14]1, predict the reactants needed to synthesize it. (6) Given the product [ClH:20].[NH2:15][CH2:14][C@@H:13]([CH:6]1[CH2:5][C:4]2[C:8](=[CH:9][CH:10]=[C:2]([Br:1])[CH:3]=2)[NH:7]1)[OH:12], predict the reactants needed to synthesize it. The reactants are: [Br:1][C:2]1[CH:10]=[CH:9][C:8]2[N:7]3C(=O)[O:12][C@@H:13]([CH2:14][NH:15]C(=O)C)[C@@H:6]3[CH2:5][C:4]=2[CH:3]=1.[ClH:20]. (7) The reactants are: [F:1][C:2]1[CH:3]=[C:4]([CH:24]=[C:25]([F:27])[CH:26]=1)[CH2:5][C@H:6]1[CH2:11][C@@H:10]([C:12](=[O:19])[CH2:13][C:14](OCC)=[O:15])[CH2:9][CH2:8][N:7]1[C:20]([O:22][CH3:23])=[O:21].[OH-].[Na+].[NH2:30]O.Cl. Given the product [F:1][C:2]1[CH:3]=[C:4]([CH:24]=[C:25]([F:27])[CH:26]=1)[CH2:5][C@H:6]1[CH2:11][C@@H:10]([C:12]2[O:19][NH:30][C:14](=[O:15])[CH:13]=2)[CH2:9][CH2:8][N:7]1[C:20]([O:22][CH3:23])=[O:21], predict the reactants needed to synthesize it. (8) Given the product [Cl:29][C:30]1[CH:35]=[CH:34][CH:33]=[CH:32][C:31]=1[C:36]1[N:39]=[C:26]([CH:12]2[CH2:13][CH:14]([C:16]3[CH:21]=[CH:20][C:19]([C:22]([F:24])([F:23])[F:25])=[CH:18][CH:17]=3)[CH2:15][N:10]([C:8]([N:5]3[CH2:6][CH2:7][CH:2]([OH:1])[CH2:3][CH2:4]3)=[O:9])[CH2:11]2)[O:27][N:37]=1, predict the reactants needed to synthesize it. The reactants are: [OH:1][CH:2]1[CH2:7][CH2:6][N:5]([C:8]([N:10]2[CH2:15][CH:14]([C:16]3[CH:21]=[CH:20][C:19]([C:22]([F:25])([F:24])[F:23])=[CH:18][CH:17]=3)[CH2:13][CH:12]([C:26](O)=[O:27])[CH2:11]2)=[O:9])[CH2:4][CH2:3]1.[Cl:29][C:30]1[CH:35]=[CH:34][CH:33]=[CH:32][C:31]=1[C:36](=[NH:39])[NH:37]O. (9) Given the product [CH2:1]([O:3][C:4]([C:6]1[C:7]([CH:11]=[O:12])=[N:8][NH:9][CH:10]=1)=[O:5])[CH3:2], predict the reactants needed to synthesize it. The reactants are: [CH2:1]([O:3][C:4]([C:6]1[C:7]([CH2:11][OH:12])=[N:8][NH:9][CH:10]=1)=[O:5])[CH3:2]. (10) The reactants are: Cl.CN.[CH2:4]([N:6](CC)CC)C.[CH3:11][C:12]1([CH3:22])[O:16]/[C:15](=[CH:17]\[C:18](Cl)=[O:19])/[C:14](=[O:21])[O:13]1. Given the product [CH3:11][C:12]1([CH3:22])[O:16]/[C:15](=[CH:17]\[C:18]([NH:6][CH3:4])=[O:19])/[C:14](=[O:21])[O:13]1, predict the reactants needed to synthesize it.